Task: Predict which catalyst facilitates the given reaction.. Dataset: Catalyst prediction with 721,799 reactions and 888 catalyst types from USPTO Reactant: [CH2:1]1COC[CH2:2]1.CO.[Br:8][C:9]1[S:10][C:11](SCC)=[CH:12][CH:13]=1.O.O[O:19][S:20]([O-:22])=O.[K+]. Product: [Br:8][C:9]1[S:10][C:11]([S:20]([CH2:1][CH3:2])(=[O:22])=[O:19])=[CH:12][CH:13]=1. The catalyst class is: 2.